From a dataset of Full USPTO retrosynthesis dataset with 1.9M reactions from patents (1976-2016). Predict the reactants needed to synthesize the given product. Given the product [CH3:1][O:2][C:3]([C:5]1([C:8]2[CH:9]=[CH:10][C:11]([SH:14])=[CH:12][CH:13]=2)[CH2:6][CH2:7]1)=[O:4], predict the reactants needed to synthesize it. The reactants are: [CH3:1][O:2][C:3]([C:5]1([C:8]2[CH:13]=[CH:12][C:11]([S:14](Cl)(=O)=O)=[CH:10][CH:9]=2)[CH2:7][CH2:6]1)=[O:4].[Sn].C(Cl)Cl.